Dataset: Reaction yield outcomes from USPTO patents with 853,638 reactions. Task: Predict the reaction yield, written as a fraction of the theoretical maximum amount of product (1.0 means a 100% yield; for example, 0.34 means a 34% yield). (1) The reactants are N12CCCN=C1CCCCC2.Cl.[NH2:13][CH2:14][C:15]1[CH:23]=[CH:22][CH:21]=[C:20]2[C:16]=1[C:17](=[O:33])[N:18]([CH:25]1[CH2:30][CH2:29][C:28](=[O:31])[NH:27][C:26]1=[O:32])[C:19]2=[O:24].O=C1CCC(=O)N1[O:41][C:42]([NH:44][C:45]1[CH:46]=[N:47][CH:48]=[CH:49][CH:50]=1)=O. The catalyst is C(#N)C. The product is [O:32]=[C:26]1[CH:25]([N:18]2[C:17](=[O:33])[C:16]3[C:20](=[CH:21][CH:22]=[CH:23][C:15]=3[CH2:14][NH:13][C:42]([NH:44][C:45]3[CH:46]=[N:47][CH:48]=[CH:49][CH:50]=3)=[O:41])[C:19]2=[O:24])[CH2:30][CH2:29][C:28](=[O:31])[NH:27]1. The yield is 0.300. (2) The reactants are [CH3:1][P:2]1(=[O:21])[CH2:7][CH2:6][N:5]([CH:8]2[CH2:13][CH2:12][N:11]([C:14](OC(C)(C)C)=O)[CH2:10][CH2:9]2)[CH2:4][CH2:3]1.FC(F)(F)C(O)=O.C(=O)([O-])[O-].[K+].[K+].FC1[CH:37]=[CH:38][C:39]([N+:44]([O-:46])=[O:45])=[C:40]([O:42][CH3:43])[CH:41]=1. The catalyst is C(Cl)Cl. The product is [CH3:43][O:42][C:40]1[CH:41]=[C:14]([N:11]2[CH2:10][CH2:9][CH:8]([N:5]3[CH2:4][CH2:3][P:2](=[O:21])([CH3:1])[CH2:7][CH2:6]3)[CH2:13][CH2:12]2)[CH:37]=[CH:38][C:39]=1[N+:44]([O-:46])=[O:45]. The yield is 0.860. (3) The reactants are COC1C=CC(C[N:8](CC2C=CC(OC)=CC=2)[C:9]2[N:14]=[C:13]([CH3:15])[N:12]=[C:11]([C:16]3[N:20]4[CH:21]=[CH:22][CH:23]=[CH:24][C:19]4=[N:18][C:17]=3[NH:25][C:26]3[CH:27]=[N:28][C:29]([O:33][CH3:34])=[C:30]([F:32])[CH:31]=3)[N:10]=2)=CC=1.FC(F)(F)S(O)(=O)=O.FC(F)(F)C(O)=O. The catalyst is C([O-])(O)=O.[Na+]. The product is [NH2:8][C:9]1[N:14]=[C:13]([CH3:15])[N:12]=[C:11]([C:16]2[N:20]3[CH:21]=[CH:22][CH:23]=[CH:24][C:19]3=[N:18][C:17]=2[NH:25][C:26]2[CH:27]=[N:28][C:29]([O:33][CH3:34])=[C:30]([F:32])[CH:31]=2)[N:10]=1. The yield is 0.860. (4) The reactants are [N+:1]([O-:4])([O-])=[O:2].[K+].OS(O)(=O)=O.[F:11][C:12]1[CH:19]=[C:18]([F:20])[CH:17]=[CH:16][C:13]=1[C:14]#[N:15]. No catalyst specified. The product is [F:11][C:12]1[CH:19]=[C:18]([F:20])[C:17]([N+:1]([O-:4])=[O:2])=[CH:16][C:13]=1[C:14]#[N:15]. The yield is 0.950. (5) The reactants are [CH:1]1([O:7][CH:8]([C:12]2[CH:17]=[CH:16][C:15]([Cl:18])=[C:14]([Cl:19])[CH:13]=2)[C:9]([OH:11])=O)[CH2:6][CH2:5][CH2:4][CH:3]=[CH:2]1.CN([P+](ON1N=NC2C=CC=CC1=2)(N(C)C)N(C)C)C.F[P-](F)(F)(F)(F)F.C(N(CC)CC)C.[NH2:54][C:55]1[S:56][CH:57]=[CH:58][N:59]=1. The catalyst is ClCCl.O. The product is [CH:1]1([O:7][CH:8]([C:12]2[CH:17]=[CH:16][C:15]([Cl:18])=[C:14]([Cl:19])[CH:13]=2)[C:9]([NH:54][C:55]2[S:56][CH:57]=[CH:58][N:59]=2)=[O:11])[CH2:6][CH2:5][CH2:4][CH:3]=[CH:2]1. The yield is 0.920. (6) The reactants are [Br:1][C:2]1[CH:7]=[C:6]([Cl:8])[CH:5]=[C:4]([CH2:9][CH2:10]O)[C:3]=1[OH:12].ClCCl.CS(Cl)(=O)=O. The catalyst is C(N(CC)CC)C. The product is [Br:1][C:2]1[C:3]2[O:12][CH2:10][CH2:9][C:4]=2[CH:5]=[C:6]([Cl:8])[CH:7]=1. The yield is 0.400. (7) The reactants are Cl[C:2]1[C:7]([C:8](=[O:10])[CH3:9])=[C:6]([O:11][C:12]2[CH:17]=[CH:16][C:15]([S:18]([CH3:21])(=[O:20])=[O:19])=[CH:14][CH:13]=2)[N:5]=[CH:4][N:3]=1.[CH:22]([C:25]1[N:29]=[C:28]([CH:30]2[CH2:35][CH2:34][NH:33][CH2:32][CH2:31]2)[O:27][N:26]=1)([CH3:24])[CH3:23].C(=O)([O-])[O-].[K+].[K+].O. The catalyst is CN(C)C=O. The product is [CH:22]([C:25]1[N:29]=[C:28]([CH:30]2[CH2:35][CH2:34][N:33]([C:2]3[C:7]([C:8](=[O:10])[CH3:9])=[C:6]([O:11][C:12]4[CH:17]=[CH:16][C:15]([S:18]([CH3:21])(=[O:20])=[O:19])=[CH:14][CH:13]=4)[N:5]=[CH:4][N:3]=3)[CH2:32][CH2:31]2)[O:27][N:26]=1)([CH3:24])[CH3:23]. The yield is 0.200. (8) The reactants are [Cl:1][C:2]1[N:7]=[C:6]([C:8]2[S:12][C:11]([N:13]3[CH2:18][CH2:17][O:16][CH2:15][CH2:14]3)=[N:10][C:9]=2[C:19]2[C:20]([F:26])=[C:21]([CH:23]=[CH:24][CH:25]=2)[NH2:22])[CH:5]=[CH:4][N:3]=1.[CH:27]1([S:33](Cl)(=[O:35])=[O:34])[CH2:32][CH2:31][CH2:30][CH2:29][CH2:28]1. The catalyst is N1C=CC=CC=1. The product is [Cl:1][C:2]1[N:7]=[C:6]([C:8]2[S:12][C:11]([N:13]3[CH2:14][CH2:15][O:16][CH2:17][CH2:18]3)=[N:10][C:9]=2[C:19]2[C:20]([F:26])=[C:21]([NH:22][S:33]([CH:27]3[CH2:32][CH2:31][CH2:30][CH2:29][CH2:28]3)(=[O:35])=[O:34])[CH:23]=[CH:24][CH:25]=2)[CH:5]=[CH:4][N:3]=1. The yield is 0.370. (9) The reactants are [Cl:1][C:2]1[CH:10]=[C:9]2[C:5]([CH2:6][C:7](=[O:11])[NH:8]2)=[CH:4][CH:3]=1.[C:12]1([CH:17]=O)[CH2:16][CH2:15][CH2:14][CH:13]=1.N1CCCCC1. The catalyst is CO. The product is [Cl:1][C:2]1[CH:10]=[C:9]2[C:5](/[C:6](=[CH:17]/[C:12]3[CH2:16][CH2:15][CH2:14][CH:13]=3)/[C:7](=[O:11])[NH:8]2)=[CH:4][CH:3]=1. The yield is 0.300.